This data is from Full USPTO retrosynthesis dataset with 1.9M reactions from patents (1976-2016). The task is: Predict the reactants needed to synthesize the given product. (1) Given the product [Br:1][C:2]1[N:3]=[C:4](/[CH:8]=[CH:21]/[C:18]2[CH:19]=[CH:20][C:15]3[N:16]([C:12]([CH3:11])=[C:13]([C:41]([F:43])([F:42])[F:44])[N:14]=3)[N:17]=2)[N:5]([CH3:7])[CH:6]=1, predict the reactants needed to synthesize it. The reactants are: [Br:1][C:2]1[N:3]=[C:4]([CH:8]=O)[N:5]([CH3:7])[CH:6]=1.[Cl-].[CH3:11][C:12]1[N:16]2[N:17]=[C:18]([CH2:21][P+](C3C=CC=CC=3)(C3C=CC=CC=3)C3C=CC=CC=3)[CH:19]=[CH:20][C:15]2=[N:14][C:13]=1[C:41]([F:44])([F:43])[F:42]. (2) Given the product [F:33][C:34]1[CH:41]=[CH:40][C:37]([CH2:38][NH:39][C:28]([C:23]2[CH:24]=[N:25][C:26]3[C:21]([CH:22]=2)=[CH:20][CH:19]=[C:18]([NH:17][C:15]([C:10]2[C:9]([C:6]4[CH:5]=[CH:4][C:3]([C:2]([F:31])([F:1])[F:32])=[CH:8][CH:7]=4)=[CH:14][CH:13]=[CH:12][CH:11]=2)=[O:16])[CH:27]=3)=[O:29])=[CH:36][CH:35]=1, predict the reactants needed to synthesize it. The reactants are: [F:1][C:2]([F:32])([F:31])[C:3]1[CH:8]=[CH:7][C:6]([C:9]2[C:10]([C:15]([NH:17][C:18]3[CH:27]=[C:26]4[C:21]([CH:22]=[C:23]([C:28](O)=[O:29])[CH:24]=[N:25]4)=[CH:20][CH:19]=3)=[O:16])=[CH:11][CH:12]=[CH:13][CH:14]=2)=[CH:5][CH:4]=1.[F:33][C:34]1[CH:41]=[CH:40][C:37]([CH2:38][NH2:39])=[CH:36][CH:35]=1.Cl.CN(C)CCCN=C=NCC.ON1C2C=CC=CC=2N=N1.C(N(CC)CC)C. (3) Given the product [CH3:1][C:2]1[CH:7]=[C:6]([NH:8][C:9]([C:11]2[C:16]([NH:17][C:18]3[CH:23]=[CH:22][CH:21]=[C:28]([F:32])[CH:19]=3)=[CH:15][CH:14]=[C:13]([CH3:24])[N:12]=2)=[O:10])[CH:5]=[CH:4][N:3]=1, predict the reactants needed to synthesize it. The reactants are: [CH3:1][C:2]1[CH:7]=[C:6]([NH:8][C:9]([C:11]2[C:16]([NH:17][C:18]3[CH:19]=N[CH:21]=[CH:22][CH:23]=3)=[CH:15][CH:14]=[C:13]([CH3:24])[N:12]=2)=[O:10])[CH:5]=[CH:4][N:3]=1.BrC1C=CC=[C:28]([F:32])C=1.